This data is from Catalyst prediction with 721,799 reactions and 888 catalyst types from USPTO. The task is: Predict which catalyst facilitates the given reaction. (1) Reactant: [CH:1]([C:3]([CH3:5])=[O:4])=[CH2:2].O.[CH:7]([CH:9]1[CH2:14][CH2:13][N:12]([C:15]([O:17][CH2:18][C:19]2[CH:24]=[CH:23][CH:22]=[CH:21][CH:20]=2)=[O:16])[CH2:11][CH2:10]1)=O.[OH-].[K+]. Product: [O:4]=[C:3]1[CH2:5][CH2:7][C:9]2([CH2:14][CH2:13][N:12]([C:15]([O:17][CH2:18][C:19]3[CH:20]=[CH:21][CH:22]=[CH:23][CH:24]=3)=[O:16])[CH2:11][CH2:10]2)[CH:2]=[CH:1]1. The catalyst class is: 8. (2) The catalyst class is: 2. Reactant: C[O:2][C:3]1[CH:4]=[C:5]2[C:10](=[CH:11][CH:12]=1)[C:9]([C:13]1[CH:21]=[CH:20][CH:19]=[CH:18][C:14]=1[C:15]([OH:17])=[O:16])=[CH:8][CH:7]=[CH:6]2.B(Br)(Br)Br. Product: [OH:2][C:3]1[CH:4]=[C:5]2[C:10](=[CH:11][CH:12]=1)[C:9]([C:13]1[CH:21]=[CH:20][CH:19]=[CH:18][C:14]=1[C:15]([OH:17])=[O:16])=[CH:8][CH:7]=[CH:6]2. (3) Reactant: Cl.[Si]([O:9][CH2:10][CH2:11][N:12]1[C:21]2[C:16](=[CH:17][CH:18]=[C:19]([NH:22][C:23](=[O:41])[C:24]3[CH:29]=[CH:28][C:27]([C:30]([F:33])([F:32])[F:31])=[CH:26][C:25]=3[NH:34][CH:35]3[CH2:40][CH2:39][CH2:38][CH2:37][CH2:36]3)[CH:20]=2)[CH2:15][CH2:14][C:13]1=[O:42])(C(C)(C)C)(C)C. Product: [CH:35]1([NH:34][C:25]2[CH:26]=[C:27]([C:30]([F:33])([F:31])[F:32])[CH:28]=[CH:29][C:24]=2[C:23]([NH:22][C:19]2[CH:20]=[C:21]3[C:16]([CH2:15][CH2:14][C:13](=[O:42])[N:12]3[CH2:11][CH2:10][OH:9])=[CH:17][CH:18]=2)=[O:41])[CH2:36][CH2:37][CH2:38][CH2:39][CH2:40]1. The catalyst class is: 8. (4) Product: [CH3:12][C:13]1[N:18]=[C:17]([NH:19][S:2]([N:5]2[CH2:10][CH2:9][O:11][C:6]2=[O:7])(=[O:4])=[O:3])[CH:16]=[CH:15][CH:14]=1. The catalyst class is: 2. Reactant: Cl[S:2]([N:5]=[C:6]=[O:7])(=[O:4])=[O:3].Cl[CH:9]([OH:11])[CH3:10].[CH3:12][C:13]1[N:18]=[C:17]([NH2:19])[CH:16]=[CH:15][CH:14]=1.CCN(CC)CC. (5) Reactant: [CH3:1][O:2][C:3]1[C:8]2[CH:9]=[C:10]([C:12]3[N:13]=[C:14]4[CH:19]=[CH:18][C:17]([CH3:20])=[N:16][N:15]4[CH:21]=3)[O:11][C:7]=2[CH:6]=[C:5]([OH:22])[CH:4]=1.BrC[C:25]1[N:26]=[C:27]([C:30]2[CH:35]=[CH:34][C:33]([C:36]([F:39])([F:38])[F:37])=[CH:32][CH:31]=2)[S:28][CH:29]=1.[C:40]([O-])([O-])=O.[K+].[K+]. Product: [CH3:40][O:22][C:5]1[CH:4]=[C:3]([O:2][CH2:1][C:25]2[N:26]=[C:27]([C:30]3[CH:31]=[CH:32][C:33]([C:36]([F:39])([F:37])[F:38])=[CH:34][CH:35]=3)[S:28][CH:29]=2)[C:8]2[CH:9]=[C:10]([C:12]3[N:13]=[C:14]4[CH:19]=[CH:18][C:17]([CH3:20])=[N:16][N:15]4[CH:21]=3)[O:11][C:7]=2[CH:6]=1. The catalyst class is: 174.